Task: Predict the product of the given reaction.. Dataset: Forward reaction prediction with 1.9M reactions from USPTO patents (1976-2016) (1) Given the reactants [C:1]([O:4][C@@H:5]1[C@@H:10]([O:11][C:12](=[O:14])[CH3:13])[C@H:9]([O:15][C:16](=[O:18])[CH3:17])[C@@H:8]([CH2:19][O:20][C:21](=[O:23])[CH3:22])[O:7][C@H:6]1[C:24]1[CH:29]=[CH:28][C:27]([CH3:30])=[C:26]([CH2:31][C:32]2[S:33][C:34](Br)=[CH:35][CH:36]=2)[CH:25]=1)(=[O:3])[CH3:2].[CH:38]([C:40]1[CH:45]=[CH:44][C:43](B(O)O)=[CH:42][CH:41]=1)=[O:39], predict the reaction product. The product is: [C:1]([O:4][C@@H:5]1[C@@H:10]([O:11][C:12](=[O:14])[CH3:13])[C@H:9]([O:15][C:16](=[O:18])[CH3:17])[C@@H:8]([CH2:19][O:20][C:21](=[O:23])[CH3:22])[O:7][C@H:6]1[C:24]1[CH:29]=[CH:28][C:27]([CH3:30])=[C:26]([CH2:31][C:32]2[S:33][C:34]([C:43]3[CH:44]=[CH:45][C:40]([CH:38]=[O:39])=[CH:41][CH:42]=3)=[CH:35][CH:36]=2)[CH:25]=1)(=[O:3])[CH3:2]. (2) Given the reactants FC(F)(F)S(O[C:7]1[CH:12]=[C:11]([Cl:13])[CH:10]=[C:9]([C:14]2[N:19]=[N:18][C:17]([NH2:20])=[N:16][C:15]=2[C:21]2[CH:26]=[CH:25][CH:24]=[CH:23][CH:22]=2)[CH:8]=1)(=O)=O.C([Sn](CCCC)(CCCC)[CH:34]1[CH2:36][CH2:35]1)CCC, predict the reaction product. The product is: [Cl:13][C:11]1[CH:10]=[C:9]([C:14]2[N:19]=[N:18][C:17]([NH2:20])=[N:16][C:15]=2[C:21]2[CH:26]=[CH:25][CH:24]=[CH:23][CH:22]=2)[CH:8]=[C:7]([CH:34]2[CH2:36][CH2:35]2)[CH:12]=1. (3) Given the reactants C[O:2][C:3](=O)[CH:4]([C:6]1[C:7]([Cl:13])=[N:8][CH:9]=[N:10][C:11]=1[Cl:12])[CH3:5].CC(C[AlH]CC(C)C)C, predict the reaction product. The product is: [Cl:12][C:11]1[C:6]([CH:4]([CH3:5])[CH2:3][OH:2])=[C:7]([Cl:13])[N:8]=[CH:9][N:10]=1. (4) The product is: [NH2:8][C:7]1[C:6]([CH3:11])=[CH:5][N:4]=[C:3]([C:12]([O:14][CH2:15][CH3:16])=[O:13])[C:2]=1[CH3:1]. Given the reactants [CH3:1][C:2]1[C:3]([C:12]([O:14][CH2:15][CH3:16])=[O:13])=[N:4][CH:5]=[C:6]([CH3:11])[C:7]=1[N+:8]([O-])=O, predict the reaction product. (5) Given the reactants N#N.[F:3][C:4]1[CH:32]=[CH:31][C:7]2[NH:8][C:9]([C@H:11]([NH:23]C(=O)OC(C)(C)C)[CH2:12][C:13]3[CH:18]=[CH:17][C:16]([C:19]([F:22])([F:21])[F:20])=[CH:15][CH:14]=3)=[N:10][C:6]=2[CH:5]=1.Cl, predict the reaction product. The product is: [F:3][C:4]1[CH:32]=[CH:31][C:7]2[NH:8][C:9]([C@H:11]([NH2:23])[CH2:12][C:13]3[CH:14]=[CH:15][C:16]([C:19]([F:21])([F:20])[F:22])=[CH:17][CH:18]=3)=[N:10][C:6]=2[CH:5]=1.